This data is from Forward reaction prediction with 1.9M reactions from USPTO patents (1976-2016). The task is: Predict the product of the given reaction. (1) Given the reactants [CH2:1]([O:3][C:4]([C:6]1[CH:7]=[C:8]2[C:13](=[CH:14][C:15]=1[O:16][CH2:17][C:18]1[CH:23]=[CH:22][CH:21]=[C:20]([S:24]([CH3:32])(=[N:26]C(OCC)=O)=[O:25])[CH:19]=1)[N:12]=[CH:11][N:10]=[C:9]2[NH:33][C:34]1[S:35][CH:36]=[CH:37][N:38]=1)=[O:5])[CH3:2].[O-]CC.[Na+], predict the reaction product. The product is: [CH3:32][S:24]([C:20]1[CH:19]=[C:18]([CH:23]=[CH:22][CH:21]=1)[CH2:17][O:16][C:15]1[CH:14]=[C:13]2[C:8]([C:9]([NH:33][C:34]3[S:35][CH:36]=[CH:37][N:38]=3)=[N:10][CH:11]=[N:12]2)=[CH:7][C:6]=1[C:4]([O:3][CH2:1][CH3:2])=[O:5])(=[NH:26])=[O:25]. (2) Given the reactants [F:1][C:2]1[C:10]([F:11])=[C:9]([F:12])[C:8]([F:13])=[C:7]([F:14])[C:3]=1[C:4]([OH:6])=[O:5].[CH2:15](O)[C:16]1[CH:21]=[CH:20][CH:19]=[CH:18][CH:17]=1.Cl.CN(C)CCCN=C=NCC, predict the reaction product. The product is: [CH2:15]([O:5][C:4](=[O:6])[C:3]1[C:2]([F:1])=[C:10]([F:11])[C:9]([F:12])=[C:8]([F:13])[C:7]=1[F:14])[C:16]1[CH:21]=[CH:20][CH:19]=[CH:18][CH:17]=1. (3) Given the reactants [C:1]([O:5][C:6]([N:8]1[CH2:13][CH:12]=[C:11]([C:14]2[S:15][CH:16]=[CH:17][C:18]=2[C:19]([O:21][CH3:22])=[O:20])[CH2:10][CH2:9]1)=[O:7])([CH3:4])([CH3:3])[CH3:2], predict the reaction product. The product is: [C:1]([O:5][C:6]([N:8]1[CH2:13][CH2:12][CH:11]([C:14]2[S:15][CH:16]=[CH:17][C:18]=2[C:19]([O:21][CH3:22])=[O:20])[CH2:10][CH2:9]1)=[O:7])([CH3:4])([CH3:3])[CH3:2].